Predict the reaction yield, written as a fraction of the theoretical maximum amount of product (1.0 means a 100% yield; for example, 0.34 means a 34% yield). From a dataset of Reaction yield outcomes from USPTO patents with 853,638 reactions. (1) The reactants are [Cl:1][C:2]1[CH:7]=[C:6]([Cl:8])[CH:5]=[CH:4][C:3]=1[N:9]1[C:14]2=[N:15][C:16]3[CH:21]=[CH:20][CH:19]=[C:18]([C:22]([N:24]4[CH2:27][CH:26]([OH:28])[CH2:25]4)=O)[C:17]=3[N:13]2[CH2:12][CH2:11][CH2:10]1.[B].O1CCCC1.[Cl-].[NH4+]. No catalyst specified. The product is [Cl:1][C:2]1[CH:7]=[C:6]([Cl:8])[CH:5]=[CH:4][C:3]=1[N:9]1[C:14]2=[N:15][C:16]3[CH:21]=[CH:20][CH:19]=[C:18]([CH2:22][N:24]4[CH2:27][CH:26]([OH:28])[CH2:25]4)[C:17]=3[N:13]2[CH2:12][CH2:11][CH2:10]1. The yield is 0.630. (2) The reactants are [CH:1]1([N:6]2[CH2:11][CH2:10][N:9]([C:12]([C:14]3[CH:15]=[C:16]4[C:20](=[CH:21][CH:22]=3)[NH:19][C:18]([C:23]([N:25]3[CH2:30][CH2:29][C:28]([F:32])([F:31])[CH2:27][CH2:26]3)=[O:24])=[CH:17]4)=[O:13])[CH2:8][CH2:7]2)[CH2:5][CH2:4][CH2:3][CH2:2]1.[F:33][C:34]([F:45])([F:44])[C:35]1[CH:40]=[CH:39][C:38](B(O)O)=[CH:37][CH:36]=1.N1C=CC=CC=1. The catalyst is ClCCl.C([O-])(=O)C.[Cu+2].C([O-])(=O)C. The product is [CH:1]1([N:6]2[CH2:7][CH2:8][N:9]([C:12]([C:14]3[CH:15]=[C:16]4[C:20](=[CH:21][CH:22]=3)[N:19]([C:38]3[CH:39]=[CH:40][C:35]([C:34]([F:45])([F:44])[F:33])=[CH:36][CH:37]=3)[C:18]([C:23]([N:25]3[CH2:26][CH2:27][C:28]([F:31])([F:32])[CH2:29][CH2:30]3)=[O:24])=[CH:17]4)=[O:13])[CH2:10][CH2:11]2)[CH2:5][CH2:4][CH2:3][CH2:2]1. The yield is 0.510. (3) The reactants are C[Si](C)(C)[N:3]1[CH:6]([C:7]2[CH:12]=[CH:11][CH:10]=[CH:9][CH:8]=2)[CH:5]([O:13][Si](C)(C)C)[C:4]1=[O:18].C(N(CC)CC)C.C(OCC)(=O)C. The catalyst is CO.C[Si](C)(C)Cl. The product is [OH:13][C@H:5]1[C@@H:6]([C:7]2[CH:12]=[CH:11][CH:10]=[CH:9][CH:8]=2)[NH:3][C:4]1=[O:18]. The yield is 0.940. (4) The reactants are [CH3:1][C:2]1[CH:7]=[CH:6][C:5]([S:8]([O:11][CH2:12][CH2:13][CH:14](F)[C:15](Br)([F:17])[F:16])(=[O:10])=[O:9])=[CH:4][CH:3]=1.II. The catalyst is CO.[Zn]. The product is [CH3:1][C:2]1[CH:3]=[CH:4][C:5]([S:8]([O:11][CH2:12][CH2:13][CH:14]=[C:15]([F:17])[F:16])(=[O:9])=[O:10])=[CH:6][CH:7]=1. The yield is 0.790.